The task is: Predict the reaction yield, written as a fraction of the theoretical maximum amount of product (1.0 means a 100% yield; for example, 0.34 means a 34% yield).. This data is from Reaction yield outcomes from USPTO patents with 853,638 reactions. (1) The catalyst is O=[N+]([O-])[O-].[O-][N+](=O)[O-].[O-][N+](=O)[O-].[O-][N+](=O)[O-].[O-][N+](=O)[O-].[O-][N+](=O)[O-].[Ce+4].[NH4+].[NH4+].CN(C=O)C. The yield is 0.480. The reactants are [C:1]([OH:7])(=O)[C:2]([CH3:5])([CH3:4])[CH3:3].N1(O)C2C=CC=CC=2N=N1.Cl.CN(C)CCCN=C=NCC.Cl.[NH2:31][C:32]1[C:33]2[C:43]([O:44][CH2:45][C@H:46]3[CH2:51][CH2:50][CH2:49][NH:48][CH2:47]3)=[CH:42][CH:41]=[CH:40][C:34]=2[NH:35][S:36](=[O:39])(=[O:38])[N:37]=1. The product is [NH2:31][C:32]1[C:33]2[C:43]([O:44][CH2:45][C@H:46]3[CH2:51][CH2:50][CH2:49][N:48]([C:1](=[O:7])[C:2]([CH3:5])([CH3:4])[CH3:3])[CH2:47]3)=[CH:42][CH:41]=[CH:40][C:34]=2[NH:35][S:36](=[O:38])(=[O:39])[N:37]=1. (2) The reactants are C(OC(=O)[NH:7][C@H:8]([CH2:28][C:29]1[CH:34]=[C:33]([F:35])[C:32]([F:36])=[CH:31][C:30]=1[F:37])[CH2:9][C:10]([N:12]1[CH2:17][CH2:16][N:15]2[C:18]([C:24]([F:27])([F:26])[F:25])=[N:19][C:20]([C:21](=[O:23])[CH3:22])=[C:14]2[CH2:13]1)=[O:11])(C)(C)C.[ClH:39]. The catalyst is C(OCC)(=O)C. The product is [ClH:39].[C:21]([C:20]1[N:19]=[C:18]([C:24]([F:27])([F:26])[F:25])[N:15]2[CH2:16][CH2:17][N:12]([C:10](=[O:11])[CH2:9][C@H:8]([NH2:7])[CH2:28][C:29]3[CH:34]=[C:33]([F:35])[C:32]([F:36])=[CH:31][C:30]=3[F:37])[CH2:13][C:14]=12)(=[O:23])[CH3:22]. The yield is 0.570. (3) The reactants are Br[C:2]1[CH:3]=[C:4]([NH:8][C:9](=[O:25])[CH2:10][C:11]2[CH:16]=[CH:15][CH:14]=[C:13]([O:17][Si](C(C)(C)C)(C)C)[CH:12]=2)[CH:5]=[N:6][CH:7]=1.[OH:26][C:27]1[CH:28]=[C:29](B(O)O)[CH:30]=[CH:31][CH:32]=1.C([O-])(O)=O.[Na+].C1(P(C2C=CC=CC=2)C2C=CC=CC=2)C=CC=CC=1. The catalyst is CN(C=O)C.C([O-])(=O)C.[Pd+2].C([O-])(=O)C.O. The product is [OH:17][C:13]1[CH:12]=[C:11]([CH2:10][C:9]([NH:8][C:4]2[CH:5]=[N:6][CH:7]=[C:2]([C:31]3[CH:30]=[CH:29][CH:28]=[C:27]([OH:26])[CH:32]=3)[CH:3]=2)=[O:25])[CH:16]=[CH:15][CH:14]=1. The yield is 0.460. (4) The reactants are C([N:4]1[CH2:10][CH2:9][C:8]2[CH:11]=[CH:12][C:13]([S:15]([N:18]3[CH2:23][CH2:22][O:21][CH2:20][CH2:19]3)(=[O:17])=[O:16])=[CH:14][C:7]=2[CH2:6][CH2:5]1)(=O)C.C(=O)([O-])[O-].[K+].[K+]. The catalyst is Cl. The product is [N:18]1([S:15]([C:13]2[CH:12]=[CH:11][C:8]3[CH2:9][CH2:10][NH:4][CH2:5][CH2:6][C:7]=3[CH:14]=2)(=[O:17])=[O:16])[CH2:19][CH2:20][O:21][CH2:22][CH2:23]1. The yield is 0.570. (5) The reactants are Cl[C:2]1[N:7]=[C:6]([C:8]2[CH:13]=[CH:12][CH:11]=[C:10]([Cl:14])[CH:9]=2)[N:5]=[C:4]([C:15]2[CH:20]=[CH:19][CH:18]=[C:17]([Cl:21])[CH:16]=2)[N:3]=1.[C:22]1([C:31]2[CH:36]=[CH:35][CH:34]=[CH:33][CH:32]=2)[CH:27]=[CH:26][C:25](B(O)O)=[CH:24][CH:23]=1.C([O-])([O-])=O.[K+].[K+]. The catalyst is COCCOC.O.C1C=CC([P]([Pd]([P](C2C=CC=CC=2)(C2C=CC=CC=2)C2C=CC=CC=2)([P](C2C=CC=CC=2)(C2C=CC=CC=2)C2C=CC=CC=2)[P](C2C=CC=CC=2)(C2C=CC=CC=2)C2C=CC=CC=2)(C2C=CC=CC=2)C2C=CC=CC=2)=CC=1. The product is [C:22]1([C:31]2[CH:36]=[CH:35][CH:34]=[CH:33][CH:32]=2)[CH:27]=[CH:26][C:25]([C:2]2[N:3]=[C:4]([C:15]3[CH:20]=[CH:19][CH:18]=[C:17]([Cl:21])[CH:16]=3)[N:5]=[C:6]([C:8]3[CH:13]=[CH:12][CH:11]=[C:10]([Cl:14])[CH:9]=3)[N:7]=2)=[CH:24][CH:23]=1. The yield is 0.740. (6) The reactants are [CH2:1]([O:8][C:9]1[CH:10]=[CH:11][C:12]([C:18]([OH:27])([C:23]([F:26])([F:25])[F:24])[C:19]([F:22])([F:21])[F:20])=[N:13][C:14]=1[CH2:15][CH2:16][CH3:17])[C:2]1[CH:7]=[CH:6][CH:5]=[CH:4][CH:3]=1.[H-].[Na+].[Cl-].[CH3:31][O:32][CH2:33]OCOC.O. The catalyst is CN(C=O)C. The product is [CH2:1]([O:8][C:9]1[C:14]([CH2:15][CH2:16][CH3:17])=[N:13][C:12]([C:18]([O:27][CH2:31][O:32][CH3:33])([C:23]([F:26])([F:25])[F:24])[C:19]([F:22])([F:20])[F:21])=[CH:11][CH:10]=1)[C:2]1[CH:3]=[CH:4][CH:5]=[CH:6][CH:7]=1. The yield is 0.680. (7) The catalyst is C(Cl)Cl. The reactants are C1(P(C2C=CC=CC=2)C2C=CC=CC=2)C=CC=CC=1.BrN1C(=O)CCC1=O.[CH:28]1([CH2:33][CH:34]([C:38]2[CH:43]=[CH:42][C:41]([C:44]([F:47])([F:46])[F:45])=[C:40]([F:48])[CH:39]=2)[C:35](O)=[O:36])[CH2:32][CH2:31][CH2:30][CH2:29]1.[NH2:49][C:50]1[CH:55]=[CH:54][CH:53]=[CH:52][N:51]=1. The product is [CH:28]1([CH2:33][CH:34]([C:38]2[CH:43]=[CH:42][C:41]([C:44]([F:46])([F:45])[F:47])=[C:40]([F:48])[CH:39]=2)[C:35]([NH:49][C:50]2[CH:55]=[CH:54][CH:53]=[CH:52][N:51]=2)=[O:36])[CH2:29][CH2:30][CH2:31][CH2:32]1. The yield is 0.450. (8) The reactants are [N+:1]([C:4]1[CH:16]=[C:7]2[CH2:8][N:9]([CH:12]3[CH2:15][O:14][CH2:13]3)[CH2:10][CH2:11][N:6]2[N:5]=1)([O-])=O. The catalyst is C(O)C.[Pd]. The product is [O:14]1[CH2:15][CH:12]([N:9]2[CH2:10][CH2:11][N:6]3[N:5]=[C:4]([NH2:1])[CH:16]=[C:7]3[CH2:8]2)[CH2:13]1. The yield is 0.990.